Dataset: Full USPTO retrosynthesis dataset with 1.9M reactions from patents (1976-2016). Task: Predict the reactants needed to synthesize the given product. (1) The reactants are: CON(C)[C:4]([C:6]1[N:7]=[CH:8][N:9]([C:11]2[CH:16]=[CH:15][CH:14]=[C:13]([C:17]3[C:18]([O:25][CH3:26])=[N:19][C:20]([O:23][CH3:24])=[N:21][CH:22]=3)[CH:12]=2)[CH:10]=1)=[O:5].Br[C:29]1[CH:34]=[CH:33][C:32]([F:35])=[CH:31][CH:30]=1. Given the product [CH3:24][O:23][C:20]1[N:19]=[C:18]([O:25][CH3:26])[C:17]([C:13]2[CH:12]=[C:11]([N:9]3[CH:10]=[C:6]([C:4]([C:29]4[CH:34]=[CH:33][C:32]([F:35])=[CH:31][CH:30]=4)=[O:5])[N:7]=[CH:8]3)[CH:16]=[CH:15][CH:14]=2)=[CH:22][N:21]=1, predict the reactants needed to synthesize it. (2) Given the product [N:25]1([C:19]([C:18]2[C:12]3[O:11][CH2:10][CH2:9][N:8]([C:6]([O:5][C:1]([CH3:3])([CH3:4])[CH3:2])=[O:7])[CH2:14][C:13]=3[CH:15]=[CH:16][CH:17]=2)=[O:21])[CH2:26][CH2:31][CH2:30][CH2:29]1, predict the reactants needed to synthesize it. The reactants are: [C:1]([O:5][C:6]([N:8]1[CH2:14][C:13]2[CH:15]=[CH:16][CH:17]=[C:18]([C:19]([OH:21])=O)[C:12]=2[O:11][CH2:10][CH2:9]1)=[O:7])([CH3:4])([CH3:3])[CH3:2].ON1C2C=[CH:29][CH:30]=[CH:31][C:26]=2[N:25]=N1.N1CCCC1.Cl.CN(C)CCCN=C=NCC. (3) Given the product [CH3:17][O:16][C:11]1[CH:10]=[C:9]([CH:14]=[C:13]([CH3:15])[CH:12]=1)[CH:8]=[O:2], predict the reactants needed to synthesize it. The reactants are: [N+](C(C)C)([O-])=[O:2].Br[CH2:8][C:9]1[CH:14]=[C:13]([CH3:15])[CH:12]=[C:11]([O:16][CH3:17])[CH:10]=1.CC[O-].[Na+]. (4) Given the product [Cl:1][C:2]1[CH:3]=[C:4]2[C:9](=[CH:10][CH:11]=1)[N:8]=[C:7]([NH:12][C:13]([N:30]1[CH2:29][CH2:28][N:27]([C:22]3[CH:23]=[CH:24][CH:25]=[CH:26][C:21]=3[Cl:20])[CH2:32][CH2:31]1)=[O:17])[C:6]([O:18][CH3:19])=[N:5]2, predict the reactants needed to synthesize it. The reactants are: [Cl:1][C:2]1[CH:3]=[C:4]2[C:9](=[CH:10][CH:11]=1)[N:8]=[C:7]([NH:12][C:13](=[O:17])OCC)[C:6]([O:18][CH3:19])=[N:5]2.[Cl:20][C:21]1[CH:26]=[CH:25][CH:24]=[CH:23][C:22]=1[N:27]1[CH2:32][CH2:31][NH:30][CH2:29][CH2:28]1. (5) Given the product [OH:1][CH2:2][C:3]([N:5]1[CH2:6][CH2:7][CH:8]([O:11][C:12]2[CH:19]=[CH:18][C:17]([C:20]3[C:21]4[CH:28]=[C:27]([C:29]5[CH:34]=[CH:33][C:32]([C:35]([N:37]6[CH2:38][CH2:39][O:40][CH2:41][CH2:42]6)=[O:36])=[CH:31][CH:30]=5)[NH:26][C:22]=4[N:23]=[CH:24][N:25]=3)=[CH:16][C:13]=2[C:14]#[N:15])[CH2:9][CH2:10]1)=[O:4], predict the reactants needed to synthesize it. The reactants are: [OH:1][CH2:2][C:3]([N:5]1[CH2:10][CH2:9][CH:8]([O:11][C:12]2[CH:19]=[CH:18][C:17]([C:20]3[C:21]4[CH:28]=[C:27]([C:29]5[CH:34]=[CH:33][C:32]([C:35]([N:37]6[CH2:42][CH2:41][O:40][CH2:39][CH2:38]6)=[O:36])=[CH:31][CH:30]=5)[N:26](COCC[Si](C)(C)C)[C:22]=4[N:23]=[CH:24][N:25]=3)=[CH:16][C:13]=2[C:14]#[N:15])[CH2:7][CH2:6]1)=[O:4].CCCC[N+](CCCC)(CCCC)CCCC.[F-]. (6) Given the product [Br:1][C:2]1[CH:30]=[CH:29][C:5]([CH2:6][C@@H:7]([C:26]([NH:32][C:33]2[CH:38]=[CH:37][C:36]([C:39]3[NH:40][C:41]([C:44]([F:55])([F:54])[C:45]([F:53])([F:52])[C:46]([F:50])([F:51])[C:47]([OH:49])=[O:48])=[N:42][N:43]=3)=[CH:35][CH:34]=2)=[O:27])[NH:8][C:9]([C@H:11]2[CH2:12][CH2:13][C@H:14]([CH2:17][NH:18][C:19]([O:21][C:22]([CH3:24])([CH3:25])[CH3:23])=[O:20])[CH2:15][CH2:16]2)=[O:10])=[CH:4][CH:3]=1, predict the reactants needed to synthesize it. The reactants are: [Br:1][C:2]1[CH:30]=[CH:29][C:5]([CH2:6][C@@H:7]([C:26](O)=[O:27])[NH:8][C:9]([C@H:11]2[CH2:16][CH2:15][C@H:14]([CH2:17][NH:18][C:19]([O:21][C:22]([CH3:25])([CH3:24])[CH3:23])=[O:20])[CH2:13][CH2:12]2)=[O:10])=[CH:4][CH:3]=1.Cl.[NH2:32][C:33]1[CH:38]=[CH:37][C:36]([C:39]2[NH:40][C:41]([C:44]([F:55])([F:54])[C:45]([F:53])([F:52])[C:46]([F:51])([F:50])[C:47]([OH:49])=[O:48])=[N:42][N:43]=2)=[CH:35][CH:34]=1.C(NC(C)C)(C)C.CN(C(ON1N=NC2C=CC=NC1=2)=[N+](C)C)C.F[P-](F)(F)(F)(F)F.